From a dataset of Peptide-MHC class I binding affinity with 185,985 pairs from IEDB/IMGT. Regression. Given a peptide amino acid sequence and an MHC pseudo amino acid sequence, predict their binding affinity value. This is MHC class I binding data. (1) The peptide sequence is KPFRMVSLV. The MHC is HLA-B51:01 with pseudo-sequence HLA-B51:01. The binding affinity (normalized) is 0.0306. (2) The peptide sequence is WQFAIHYSF. The MHC is HLA-B35:01 with pseudo-sequence HLA-B35:01. The binding affinity (normalized) is 0.369. (3) The binding affinity (normalized) is 0.0847. The MHC is HLA-A80:01 with pseudo-sequence HLA-A80:01. The peptide sequence is ETRSFTTHF. (4) The binding affinity (normalized) is 0. The peptide sequence is LVGPTPVNI. The MHC is HLA-A26:01 with pseudo-sequence HLA-A26:01.